Task: Predict the reactants needed to synthesize the given product.. Dataset: Full USPTO retrosynthesis dataset with 1.9M reactions from patents (1976-2016) (1) Given the product [N+:26]([C:5]1[CH:6]=[CH:7][C:8]2[O:13][CH2:12][CH:11]([CH2:14][O:15][S:16]([C:19]3[CH:20]=[CH:21][C:22]([CH3:25])=[CH:23][CH:24]=3)(=[O:18])=[O:17])[O:10][C:9]=2[C:4]=1[CH2:1][CH:2]=[O:29])([O-:28])=[O:27], predict the reactants needed to synthesize it. The reactants are: [CH2:1]([C:4]1[C:9]2[O:10][C@@H:11]([CH2:14][O:15][S:16]([C:19]3[CH:24]=[CH:23][C:22]([CH3:25])=[CH:21][CH:20]=3)(=[O:18])=[O:17])[CH2:12][O:13][C:8]=2[CH:7]=[CH:6][C:5]=1[N+:26]([O-:28])=[O:27])[CH:2]=C.[O:29]=[O+][O-].O=O.C(N(C(C)C)CC)(C)C. (2) Given the product [CH:1]([C:4]1[CH:5]=[C:6]2[C:11](=[CH:12][CH:13]=1)[N+:10]([O-:22])=[CH:9][CH:8]=[CH:7]2)([CH3:3])[CH3:2], predict the reactants needed to synthesize it. The reactants are: [CH:1]([C:4]1[CH:5]=[C:6]2[C:11](=[CH:12][CH:13]=1)[N:10]=[CH:9][CH:8]=[CH:7]2)([CH3:3])[CH3:2].ClC1C=CC=C(C(OO)=[O:22])C=1.C(=O)([O-])O.[Na+]. (3) Given the product [CH3:14][O:15][C:16]([C:18]1[S:27][C:21]2[N:22]=[CH:23][N:24]=[C:25]([NH:13][C:12]3[C:7]([O:6][C@H:3]4[CH2:4][CH2:5][O:1][CH2:2]4)=[N:8][CH:9]=[CH:10][CH:11]=3)[C:20]=2[C:19]=1[CH3:28])=[O:17], predict the reactants needed to synthesize it. The reactants are: [O:1]1[CH2:5][CH2:4][C@H:3]([O:6][C:7]2[C:12]([NH2:13])=[CH:11][CH:10]=[CH:9][N:8]=2)[CH2:2]1.[CH3:14][O:15][C:16]([C:18]1[S:27][C:21]2[N:22]=[CH:23][N:24]=[C:25](Cl)[C:20]=2[C:19]=1[CH3:28])=[O:17]. (4) Given the product [F:8][C:7]1[C:2]([O:26][C:27]2[CH:28]=[C:29]([CH:32]=[CH:33][C:34]=2[O:35][CH2:36][C:37]2[CH:42]=[CH:41][CH:40]=[CH:39][CH:38]=2)[C:30]#[N:31])=[N:3][C:4]([F:19])=[C:5]([F:18])[C:6]=1[O:9][CH2:10][CH:11]1[CH2:15][O:14][C:13]([CH3:17])([CH3:16])[O:12]1, predict the reactants needed to synthesize it. The reactants are: F[C:2]1[C:7]([F:8])=[C:6]([O:9][CH2:10][CH:11]2[CH2:15][O:14][C:13]([CH3:17])([CH3:16])[O:12]2)[C:5]([F:18])=[C:4]([F:19])[N:3]=1.C([O-])([O-])=O.[Cs+].[Cs+].[OH:26][C:27]1[CH:28]=[C:29]([CH:32]=[CH:33][C:34]=1[O:35][CH2:36][C:37]1[CH:42]=[CH:41][CH:40]=[CH:39][CH:38]=1)[C:30]#[N:31]. (5) Given the product [CH3:16][C:13]1[O:12][C:11]([CH:10]([NH2:7])[CH:17]2[CH2:18][CH2:19][S:20][CH2:21][CH2:22]2)=[CH:15][CH:14]=1, predict the reactants needed to synthesize it. The reactants are: [H-].[Al+3].[Li+].[H-].[H-].[H-].[N:7]([CH:10]([CH:17]1[CH2:22][CH2:21][S:20][CH2:19][CH2:18]1)[C:11]1[O:12][C:13]([CH3:16])=[CH:14][CH:15]=1)=[N+]=[N-].O.[OH-].[Na+]. (6) Given the product [CH3:1][O:2][C:3]1[CH:4]=[CH:5][C:6]([C:7]([NH:9][C:10]2[C:11]([NH:16][C:17]([CH:19]3[CH2:20][CH2:21][NH:22][CH2:23][CH2:24]3)=[O:18])=[CH:12][CH:13]=[CH:14][CH:15]=2)=[O:8])=[CH:32][CH:33]=1, predict the reactants needed to synthesize it. The reactants are: [CH3:1][O:2][C:3]1[CH:33]=[CH:32][C:6]([C:7]([NH:9][C:10]2[C:11]([NH:16][C:17]([CH:19]3[CH2:24][CH2:23][N:22](CC4C=CC=CC=4)[CH2:21][CH2:20]3)=[O:18])=[CH:12][CH:13]=[CH:14][CH:15]=2)=[O:8])=[CH:5][CH:4]=1.Cl. (7) The reactants are: [CH2:1]([N:3]1[CH2:7][CH2:6][C@H:5]([N:8]([CH3:38])[C:9]([CH2:11][C:12]2[CH:17]=[C:16]([F:18])[CH:15]=[CH:14][C:13]=2[S:19]([NH:22][C:23]2[C:32]([C:33]([O:35][CH3:36])=[O:34])=[C:31]3[C:26]([CH:27]4[CH2:37][CH:28]4[CH2:29][O:30]3)=[CH:25][CH:24]=2)(=[O:21])=[O:20])=[O:10])[CH2:4]1)[CH3:2].C(CC1C=C(F)C=CC=1S(NC1C(C(OC)=O)=C2C(C3CC3CO2)=CC=1)(=O)=O)(O)=O.Cl.Cl.C(N1CC[C@@H](NC)C1)C. Given the product [CH2:1]([N:3]1[CH2:7][CH2:6][C@@H:5]([N:8]([CH3:38])[C:9]([CH2:11][C:12]2[CH:17]=[C:16]([F:18])[CH:15]=[CH:14][C:13]=2[S:19]([NH:22][C:23]2[C:32]([C:33]([O:35][CH3:36])=[O:34])=[C:31]3[C:26]([CH:27]4[CH2:37][CH:28]4[CH2:29][O:30]3)=[CH:25][CH:24]=2)(=[O:21])=[O:20])=[O:10])[CH2:4]1)[CH3:2], predict the reactants needed to synthesize it. (8) Given the product [Cl:26][C:20]1[CH:21]=[CH:22][C:23]([Cl:25])=[CH:24][C:19]=1[C:17]1[N:29]=[N:28][C:4]2[CH2:3][C:2]([CH3:9])([CH3:1])[CH2:6][C:5]=2[CH:16]=1, predict the reactants needed to synthesize it. The reactants are: [CH3:1][C:2]1([CH3:9])[CH2:6][C:5](=O)[C:4](=O)[CH2:3]1.COP([CH2:16][C:17]([C:19]1[CH:24]=[C:23]([Cl:25])[CH:22]=[CH:21][C:20]=1[Cl:26])=O)(=O)OC.O.[NH2:28][NH2:29].